Dataset: Full USPTO retrosynthesis dataset with 1.9M reactions from patents (1976-2016). Task: Predict the reactants needed to synthesize the given product. (1) Given the product [Cl:30][C:19]1[CH:18]=[C:17]([CH:22]=[CH:21][C:20]=1[C:23](=[O:29])[CH2:24][C:25]([CH3:27])([CH3:26])[CH3:28])[CH2:16][NH2:15], predict the reactants needed to synthesize it. The reactants are: Cl.O1CCOCC1.C(OC([NH:15][CH2:16][C:17]1[CH:22]=[CH:21][C:20]([C:23](=[O:29])[CH2:24][C:25]([CH3:28])([CH3:27])[CH3:26])=[C:19]([Cl:30])[CH:18]=1)=O)(C)(C)C.C([O-])(O)=O.[Na+]. (2) Given the product [ClH:1].[CH:3]([C:5]1[CH:13]=[CH:12][CH:11]=[C:10]2[C:6]=1[CH2:7][N:8]([CH2:17][C:18]1[C:19]([CH3:26])=[CH:20][C:21]([CH3:25])=[CH:22][C:23]=1[CH3:24])[CH:9]2[C:14]([OH:16])=[O:15])([CH3:4])[CH3:2], predict the reactants needed to synthesize it. The reactants are: [ClH:1].[CH2:2]=[C:3]([C:5]1[CH:13]=[CH:12][CH:11]=[C:10]2[C:6]=1[CH2:7][N:8]([CH2:17][C:18]1[C:23]([CH3:24])=[CH:22][C:21]([CH3:25])=[CH:20][C:19]=1[CH3:26])[CH:9]2[C:14]([OH:16])=[O:15])[CH3:4]. (3) Given the product [NH2:1][C@@H:2]([C:11]1[CH:16]=[CH:15][CH:14]=[C:13]([F:18])[CH:12]=1)[CH2:3][C:4]([O:6][C:7]([CH3:10])([CH3:9])[CH3:8])=[O:5], predict the reactants needed to synthesize it. The reactants are: [NH2:1][C@@H:2]([C:11]1[CH:16]=[CH:15][C:14](F)=[C:13]([F:18])[CH:12]=1)[CH2:3][C:4]([O:6][C:7]([CH3:10])([CH3:9])[CH3:8])=[O:5].FC1C=C(C=CC=1)C=O. (4) The reactants are: [CH2:1]([O:8][CH2:9][CH2:10][CH2:11][O:12][C:13]1[CH:18]=[CH:17][C:16]([CH:19]2[CH:24](O)[CH2:23][N:22]([C:26]([O:28][C:29]([CH3:32])([CH3:31])[CH3:30])=[O:27])[CH2:21][CH:20]2[O:33][CH2:34]C2C=CC3C(=CC=CC=3)C=2)=[CH:15][CH:14]=1)[C:2]1[CH:7]=[CH:6][CH:5]=[CH:4][CH:3]=1.[C:58]1(P([C:58]2[CH:63]=[CH:62][CH:61]=[CH:60][CH:59]=2)[C:58]2[CH:63]=[CH:62][CH:61]=[CH:60][CH:59]=2)[CH:63]=[CH:62][CH:61]=[CH:60][CH:59]=1.N(C(OCC)=O)=NC(OCC)=O.C1(P([N:90]=[N+:91]=[N-:92])(C2C=CC=CC=2)=O)C=CC=CC=1.O1[CH2:97][CH2:96][CH2:95][CH2:94]1. Given the product [N:90]([CH:24]1[CH2:23][N:22]([C:26]([O:28][C:29]([CH3:31])([CH3:32])[CH3:30])=[O:27])[CH2:21][CH:20]([O:33][CH2:34][C:61]2[CH:60]=[CH:59][C:58]3[C:63](=[CH:94][CH:95]=[CH:96][CH:97]=3)[CH:62]=2)[CH:19]1[C:16]1[CH:17]=[CH:18][C:13]([O:12][CH2:11][CH2:10][CH2:9][O:8][CH2:1][C:2]2[CH:7]=[CH:6][CH:5]=[CH:4][CH:3]=2)=[CH:14][CH:15]=1)=[N+:91]=[N-:92], predict the reactants needed to synthesize it.